From a dataset of Reaction yield outcomes from USPTO patents with 853,638 reactions. Predict the reaction yield, written as a fraction of the theoretical maximum amount of product (1.0 means a 100% yield; for example, 0.34 means a 34% yield). (1) The reactants are [Si:1]([O:8][C@H:9]1[C@H:15]2[CH2:16][N:11]([C:12]3[CH:20]=[CH:19][C:18](Cl)=[N:17][C:13]=3[NH:14]2)[CH2:10]1)([C:4]([CH3:7])([CH3:6])[CH3:5])([CH3:3])[CH3:2].[Cl:22][C:23]1[CH:24]=[C:25](B(O)O)[CH:26]=[CH:27][CH:28]=1.O. The catalyst is O1CCOCC1.O.CCOC(C)=O.C1C=CC(P(C2C=CC=CC=2)[C-]2C=CC=C2)=CC=1.C1C=CC(P(C2C=CC=CC=2)[C-]2C=CC=C2)=CC=1.Cl[Pd]Cl.[Fe+2]. The product is [Si:1]([O:8][C@H:9]1[C@H:15]2[CH2:16][N:11]([C:12]3[CH:20]=[CH:19][C:18]([C:27]4[CH:26]=[CH:25][CH:24]=[C:23]([Cl:22])[CH:28]=4)=[N:17][C:13]=3[NH:14]2)[CH2:10]1)([C:4]([CH3:6])([CH3:5])[CH3:7])([CH3:3])[CH3:2]. The yield is 0.630. (2) The reactants are [Cl:1][C:2]1[C:10]2[C:5](=[CH:6][C:7]([C:11]([NH:13][CH:14]([C:24]3[CH:29]=[CH:28][CH:27]=[CH:26][C:25]=3[F:30])[CH2:15][O:16][CH2:17][CH:18]3[CH2:23][CH2:22][NH:21][CH2:20][CH2:19]3)=[O:12])=[CH:8][CH:9]=2)[NH:4][CH:3]=1.[CH3:31][C:32]([CH3:34])=O. No catalyst specified. The product is [Cl:1][C:2]1[C:10]2[C:5](=[CH:6][C:7]([C:11]([NH:13][CH:14]([C:24]3[CH:29]=[CH:28][CH:27]=[CH:26][C:25]=3[F:30])[CH2:15][O:16][CH2:17][CH:18]3[CH2:23][CH2:22][N:21]([CH:32]([CH3:34])[CH3:31])[CH2:20][CH2:19]3)=[O:12])=[CH:8][CH:9]=2)[NH:4][CH:3]=1. The yield is 0.780. (3) The reactants are [Cl:1][C:2]1[CH:3]=[C:4]([OH:9])[CH:5]=[CH:6][C:7]=1[Cl:8].F[C:11]1[CH:16]=[CH:15][C:14]([N+:17]([O-:19])=[O:18])=[CH:13][C:12]=1[O:20][CH3:21].C(=O)([O-])[O-].[K+].[K+]. The catalyst is CN(C)C=O.O. The product is [Cl:8][C:7]1[CH:6]=[CH:5][C:4]([O:9][C:11]2[CH:16]=[CH:15][C:14]([N+:17]([O-:19])=[O:18])=[CH:13][C:12]=2[O:20][CH3:21])=[CH:3][C:2]=1[Cl:1]. The yield is 0.820. (4) The reactants are N1[C:9]2[C:4](=C[CH:6]=[CH:7][CH:8]=2)C=C1.[CH2:10]1N2[CH2:16][CH2:17][N:12]([CH2:13][CH2:14]2)[CH2:11]1.[CH3:18][C:19](N(C)C)=O.[CH3:24][CH2:25]OC(C)=O. The catalyst is CCCC[N+](CCCC)(CCCC)CCCC.[Cl-].O. The product is [CH2:13]([N:12]1[C:11]2[C:24](=[CH:25][CH:19]=[CH:18][CH:10]=2)[CH:16]=[CH:17]1)[C:14]1[CH:6]=[CH:7][CH:8]=[CH:9][CH:4]=1. The yield is 0.800. (5) The reactants are C([O:3][C:4]([C:6]1[CH:7]=[C:8]2[C:13](=[CH:14][CH:15]=1)[NH:12][CH:11]([C:16]1[CH:17]=[C:18]([C:22]3[CH:27]=[CH:26][C:25]([O:28][CH:29]([CH3:31])[CH3:30])=[CH:24][CH:23]=3)[CH:19]=[CH:20][CH:21]=1)[C:10]([CH3:33])([CH3:32])[CH2:9]2)=[O:5])C.O.[OH-].[Li+].Cl. The catalyst is CO.O1CCCC1.O. The product is [CH:29]([O:28][C:25]1[CH:24]=[CH:23][C:22]([C:18]2[CH:19]=[CH:20][CH:21]=[C:16]([CH:11]3[C:10]([CH3:32])([CH3:33])[CH2:9][C:8]4[C:13](=[CH:14][CH:15]=[C:6]([C:4]([OH:5])=[O:3])[CH:7]=4)[NH:12]3)[CH:17]=2)=[CH:27][CH:26]=1)([CH3:31])[CH3:30]. The yield is 0.650. (6) The reactants are [Cl:1][C:2]1[N:3]=[CH:4][C:5]2[C:10]([C:11](O)=[O:12])=[C:9]([CH3:14])[N:8]([C@@H:15]([C:17]3[CH:22]=[CH:21][CH:20]=[CH:19][CH:18]=3)[CH3:16])[C:6]=2[N:7]=1.ON1C2C=CC=CC=2N=N1.Cl.C(C(N=C=NCCCN(C)C)C)C.C(N(CC)CC)C.[NH2:54][CH2:55][C:56]1[C:57]([OH:64])=[N:58][C:59]([CH3:63])=[CH:60][C:61]=1[CH3:62]. The catalyst is ClCCl. The product is [Cl:1][C:2]1[N:3]=[CH:4][C:5]2[C:10]([C:11]([NH:54][CH2:55][C:56]3[C:57]([OH:64])=[N:58][C:59]([CH3:63])=[CH:60][C:61]=3[CH3:62])=[O:12])=[C:9]([CH3:14])[N:8]([C@@H:15]([C:17]3[CH:18]=[CH:19][CH:20]=[CH:21][CH:22]=3)[CH3:16])[C:6]=2[N:7]=1. The yield is 0.700.